This data is from NCI-60 drug combinations with 297,098 pairs across 59 cell lines. The task is: Regression. Given two drug SMILES strings and cell line genomic features, predict the synergy score measuring deviation from expected non-interaction effect. (1) Drug 1: C1=C(C(=O)NC(=O)N1)N(CCCl)CCCl. Drug 2: CC12CCC3C(C1CCC2O)C(CC4=C3C=CC(=C4)O)CCCCCCCCCS(=O)CCCC(C(F)(F)F)(F)F. Cell line: SK-MEL-28. Synergy scores: CSS=1.09, Synergy_ZIP=-2.66, Synergy_Bliss=-0.995, Synergy_Loewe=-2.16, Synergy_HSA=-1.56. (2) Drug 1: CC(C)CN1C=NC2=C1C3=CC=CC=C3N=C2N. Drug 2: N.N.Cl[Pt+2]Cl. Cell line: SR. Synergy scores: CSS=53.6, Synergy_ZIP=0.205, Synergy_Bliss=-0.776, Synergy_Loewe=0.238, Synergy_HSA=-0.110. (3) Drug 1: CCCCC(=O)OCC(=O)C1(CC(C2=C(C1)C(=C3C(=C2O)C(=O)C4=C(C3=O)C=CC=C4OC)O)OC5CC(C(C(O5)C)O)NC(=O)C(F)(F)F)O. Drug 2: CC1=C(C(=O)C2=C(C1=O)N3CC4C(C3(C2COC(=O)N)OC)N4)N. Cell line: OVCAR3. Synergy scores: CSS=29.0, Synergy_ZIP=-5.25, Synergy_Bliss=1.57, Synergy_Loewe=-1.35, Synergy_HSA=1.72. (4) Drug 1: CC12CCC(CC1=CCC3C2CCC4(C3CC=C4C5=CN=CC=C5)C)O. Drug 2: C1CC(C1)(C(=O)O)C(=O)O.[NH2-].[NH2-].[Pt+2]. Cell line: SW-620. Synergy scores: CSS=33.7, Synergy_ZIP=-8.15, Synergy_Bliss=1.89, Synergy_Loewe=0.959, Synergy_HSA=1.47. (5) Drug 1: C1=CC=C(C=C1)NC(=O)CCCCCCC(=O)NO. Drug 2: C1C(C(OC1N2C=NC3=C2NC=NCC3O)CO)O. Cell line: A549. Synergy scores: CSS=-0.343, Synergy_ZIP=-0.151, Synergy_Bliss=0.0538, Synergy_Loewe=0.0321, Synergy_HSA=-0.496. (6) Drug 1: C1=C(C(=O)NC(=O)N1)N(CCCl)CCCl. Drug 2: CCCS(=O)(=O)NC1=C(C(=C(C=C1)F)C(=O)C2=CNC3=C2C=C(C=N3)C4=CC=C(C=C4)Cl)F. Cell line: PC-3. Synergy scores: CSS=10.1, Synergy_ZIP=-5.41, Synergy_Bliss=-0.0107, Synergy_Loewe=-5.06, Synergy_HSA=-1.37. (7) Drug 1: C1=C(C(=O)NC(=O)N1)N(CCCl)CCCl. Drug 2: C#CCC(CC1=CN=C2C(=N1)C(=NC(=N2)N)N)C3=CC=C(C=C3)C(=O)NC(CCC(=O)O)C(=O)O. Cell line: HOP-62. Synergy scores: CSS=22.9, Synergy_ZIP=-2.07, Synergy_Bliss=-5.67, Synergy_Loewe=-3.96, Synergy_HSA=-6.22. (8) Drug 1: C1=NC2=C(N1)C(=S)N=C(N2)N. Drug 2: C1CN1P(=S)(N2CC2)N3CC3. Cell line: SN12C. Synergy scores: CSS=26.0, Synergy_ZIP=-10.3, Synergy_Bliss=-6.02, Synergy_Loewe=-5.94, Synergy_HSA=-2.11.